This data is from Forward reaction prediction with 1.9M reactions from USPTO patents (1976-2016). The task is: Predict the product of the given reaction. (1) Given the reactants [CH3:1][O:2][C:3]1[CH:4]=[C:5]2[C:10](=[CH:11][CH:12]=1)[CH2:9][C:8](=[O:13])[CH2:7][CH2:6]2.C[Si](C)(C)[N-][Si](C)(C)C.[Li+].C1C=CC(N([S:31]([C:34]([F:37])([F:36])[F:35])(=[O:33])=[O:32])[S:31]([C:34]([F:37])([F:36])[F:35])(=[O:33])=[O:32])=CC=1.[Cl-].[NH4+], predict the reaction product. The product is: [F:35][C:34]([F:37])([F:36])[S:31]([O:13][C:8]1[CH2:7][CH2:6][C:5]2[C:10](=[CH:11][CH:12]=[C:3]([O:2][CH3:1])[CH:4]=2)[CH:9]=1)(=[O:33])=[O:32]. (2) Given the reactants [F:1][C:2]1[CH:3]=[C:4]([C:11]2[CH:16]=[CH:15][C:14]([O:17][CH2:18][CH:19]3[CH2:24][CH2:23][N:22]([CH2:25][C:26]4([C:30]([F:33])([F:32])[F:31])[CH2:29][CH2:28][CH2:27]4)[CH2:21][CH2:20]3)=[CH:13][CH:12]=2)[CH:5]=[CH:6][C:7]=1[C:8](O)=[O:9].C(Cl)CCl.C1C=CC2N(O)N=NC=2C=1.CCN(C(C)C)C(C)C.Cl.[NH:58]1[CH2:63][CH2:62][CH2:61][C@H:60]([OH:64])[CH2:59]1, predict the reaction product. The product is: [F:1][C:2]1[CH:3]=[C:4]([C:11]2[CH:12]=[CH:13][C:14]([O:17][CH2:18][CH:19]3[CH2:20][CH2:21][N:22]([CH2:25][C:26]4([C:30]([F:33])([F:31])[F:32])[CH2:29][CH2:28][CH2:27]4)[CH2:23][CH2:24]3)=[CH:15][CH:16]=2)[CH:5]=[CH:6][C:7]=1[C:8]([N:58]1[CH2:63][CH2:62][CH2:61][C@H:60]([OH:64])[CH2:59]1)=[O:9]. (3) Given the reactants [CH3:1][C:2]1([CH3:11])[CH2:7][CH2:6][C:5](=[CH:8][O:9]C)[CH2:4][CH2:3]1.Cl, predict the reaction product. The product is: [CH3:1][C:2]1([CH3:11])[CH2:7][CH2:6][CH:5]([CH:8]=[O:9])[CH2:4][CH2:3]1. (4) Given the reactants [Cl:1][C:2]1[CH:7]=[C:6]([Cl:8])[CH:5]=[CH:4][C:3]=1[C:9]1[N:10]=[C:11](/[CH:16]=[CH:17]/[C:18]2[CH:23]=[CH:22][C:21]([C:24]3[CH:29]=[CH:28][C:27]([OH:30])=[CH:26][CH:25]=3)=[CH:20][CH:19]=2)[N:12]([CH2:14][CH3:15])[CH:13]=1.I[C:32]1[CH:41]=[CH:40][C:35]([C:36]([O:38][CH3:39])=[O:37])=[CH:34][CH:33]=1, predict the reaction product. The product is: [CH3:39][O:38][C:36](=[O:37])[C:35]1[CH:40]=[CH:41][C:32]([O:30][C:27]2[CH:26]=[CH:25][C:24]([C:21]3[CH:22]=[CH:23][C:18](/[CH:17]=[CH:16]/[C:11]4[N:12]([CH2:14][CH3:15])[CH:13]=[C:9]([C:3]5[CH:4]=[CH:5][C:6]([Cl:8])=[CH:7][C:2]=5[Cl:1])[N:10]=4)=[CH:19][CH:20]=3)=[CH:29][CH:28]=2)=[CH:33][CH:34]=1. (5) Given the reactants Cl[S:2]([C:5]1[CH:6]=[C:7]2[C:11](=[CH:12][CH:13]=1)[NH:10][C:9](=[O:14])[CH2:8]2)(=[O:4])=[O:3].[NH:15]1[CH2:20][CH2:19][O:18][CH2:17][CH2:16]1, predict the reaction product. The product is: [O:18]1[CH2:19][CH2:20][N:15]([S:2]([C:5]2[CH:6]=[C:7]3[C:11](=[CH:12][CH:13]=2)[NH:10][C:9](=[O:14])[CH2:8]3)(=[O:4])=[O:3])[CH2:16][CH2:17]1. (6) Given the reactants [Cl:1][C:2]1[CH:8]=[C:7]([F:9])[CH:6]=[CH:5][C:3]=1[NH2:4].[CH2:10](N(CC)CC)C.O1CCCC1.[S:22]1[C:26]2[C:27]3[CH:35]=[CH:34][CH:33]=[CH:32][C:28]=3[O:29][CH2:30][CH2:31][C:25]=2[CH:24]=[C:23]1[C:36](Cl)=[O:37], predict the reaction product. The product is: [Cl:1][C:2]1[CH:8]=[C:7]([F:9])[CH:6]=[CH:5][C:3]=1[N:4]([CH3:10])[C:36]([C:23]1[S:22][C:26]2[C:27]3[CH:35]=[CH:34][CH:33]=[CH:32][C:28]=3[O:29][CH2:30][CH2:31][C:25]=2[CH:24]=1)=[O:37].